From a dataset of Full USPTO retrosynthesis dataset with 1.9M reactions from patents (1976-2016). Predict the reactants needed to synthesize the given product. (1) Given the product [Br:1][C:2]1[CH:3]=[C:4]([CH:8]=[CH:9][N:10]=1)[C:5]([NH:11][C:12]1[CH:17]=[CH:16][CH:15]=[CH:14][CH:13]=1)=[O:7], predict the reactants needed to synthesize it. The reactants are: [Br:1][C:2]1[CH:3]=[C:4]([CH:8]=[CH:9][N:10]=1)[C:5]([OH:7])=O.[NH2:11][C:12]1[CH:17]=[CH:16][CH:15]=[CH:14][CH:13]=1. (2) Given the product [CH:87]1([NH:92][C:2]2[N:7]3[N:8]=[C:9]([C:23]4[CH:28]=[CH:27][CH:26]=[C:25]([CH3:29])[CH:24]=4)[C:10]([C:11]4[CH:16]=[CH:15][N:14]=[C:13]([NH:17][CH:18]5[CH2:22][CH2:21][CH2:20][CH2:19]5)[N:12]=4)=[C:6]3[CH:5]=[CH:4][CH:3]=2)[CH2:91][CH2:90][CH2:89][CH2:88]1, predict the reactants needed to synthesize it. The reactants are: Cl[C:2]1[N:7]2[N:8]=[C:9]([C:23]3[CH:28]=[CH:27][CH:26]=[C:25]([CH3:29])[CH:24]=3)[C:10]([C:11]3[CH:16]=[CH:15][N:14]=[C:13]([NH:17][CH:18]4[CH2:22][CH2:21][CH2:20][CH2:19]4)[N:12]=3)=[C:6]2[CH:5]=[CH:4][CH:3]=1.C1(P(C2C=CC=CC=2)C2C=CC3C(=CC=CC=3)C=2C2C3C(=CC=CC=3)C=CC=2P(C2C=CC=CC=2)C2C=CC=CC=2)C=CC=CC=1.C(=O)([O-])[O-].[Cs+].[Cs+].CCOCC.[CH:87]1([NH2:92])[CH2:91][CH2:90][CH2:89][CH2:88]1. (3) Given the product [CH:18]1[NH:19][CH:20]=[C:7]2[C:1](=[O:8])[CH2:2][CH2:3][CH2:4][CH2:5][C:6]=12, predict the reactants needed to synthesize it. The reactants are: [C:1]1(=[O:8])[CH2:7][CH2:6][CH2:5][CH2:4][CH:3]=[CH:2]1.C1(C)C=CC(S([CH2:18][N+:19]#[C-:20])(=O)=O)=CC=1.CC(C)([O-])C.[K+].O. (4) Given the product [C:1]([O:4][C@H:5]1[C@H:10]([O:11][C:12](=[O:14])[CH3:13])[C@H:9]([O:15][C:16](=[O:18])[CH3:17])[C@H:8]([CH3:19])[O:7][C@@H:6]1[CH2:20][P:21]([O:32][CH2:33][O:34][C:35](=[O:40])[CH3:36])([O:23][CH2:24][O:25][C:26](=[O:31])[CH3:27])=[O:22])(=[O:3])[CH3:2], predict the reactants needed to synthesize it. The reactants are: [C:1]([O:4][C@H:5]1[C@H:10]([O:11][C:12](=[O:14])[CH3:13])[C@H:9]([O:15][C:16](=[O:18])[CH3:17])[C@H:8]([CH3:19])[O:7][C@@H:6]1[CH2:20][P:21]([O:32][CH2:33][O:34][C:35](=[O:40])[C:36](C)(C)C)([O:23][CH2:24][O:25][C:26](=[O:31])[C:27](C)(C)C)=[O:22])(=[O:3])[CH3:2].C(OCBr)(=O)C.C(OCI)(=O)C(C)(C)C. (5) The reactants are: [Li+].CCC[CH2-].[N:6]1[CH:11]=[CH:10][CH:9]=[C:8]([NH:12][C:13](=[O:19])[O:14][C:15]([CH3:18])([CH3:17])[CH3:16])[CH:7]=1.CN(C)CCN(C)C.[I:28]I. Given the product [I:28][C:9]1[CH:10]=[CH:11][N:6]=[CH:7][C:8]=1[NH:12][C:13](=[O:19])[O:14][C:15]([CH3:16])([CH3:18])[CH3:17], predict the reactants needed to synthesize it. (6) The reactants are: [Br:1][C:2]1[CH:3]=[C:4]([CH:8]=[C:9]([O:11][CH2:12][CH2:13][CH2:14][CH2:15][CH2:16][CH2:17][C:18]2[CH:23]=[CH:22][CH:21]=[C:20]([O:24][CH2:25][CH2:26][CH2:27][C:28]([O:30][CH2:31][CH3:32])=[O:29])[C:19]=2[CH2:33][CH2:34][C:35]([O:37][CH2:38][CH3:39])=[O:36])[CH:10]=1)[C:5](O)=[O:6].F[P-](F)(F)(F)(F)F.Br[P+](N1CCCC1)(N1CCCC1)[N:49]1[CH2:53]CC[CH2:50]1.CNC.C1COCC1.CCN(C(C)C)C(C)C. Given the product [CH2:31]([O:30][C:28](=[O:29])[CH2:27][CH2:26][CH2:25][O:24][C:20]1[CH:21]=[CH:22][CH:23]=[C:18]([CH2:17][CH2:16][CH2:15][CH2:14][CH2:13][CH2:12][O:11][C:9]2[CH:8]=[C:4]([C:5](=[O:6])[N:49]([CH3:53])[CH3:50])[CH:3]=[C:2]([Br:1])[CH:10]=2)[C:19]=1[CH2:33][CH2:34][C:35]([O:37][CH2:38][CH3:39])=[O:36])[CH3:32], predict the reactants needed to synthesize it.